Dataset: Catalyst prediction with 721,799 reactions and 888 catalyst types from USPTO. Task: Predict which catalyst facilitates the given reaction. (1) Reactant: [C:1]([O:7][CH2:8][CH3:9])(=[O:6])[CH:2]([CH2:4][OH:5])[OH:3].N1C=CN=C1.[C:15]([Si:19]([CH3:22])([CH3:21])Cl)([CH3:18])([CH3:17])[CH3:16]. Product: [OH:3][CH:2]([CH2:4][O:5][Si:19]([CH3:22])([CH3:21])[C:15]([CH3:18])([CH3:17])[CH3:16])[C:1]([O:7][CH2:8][CH3:9])=[O:6]. The catalyst class is: 154. (2) Reactant: [F:1][C:2]([F:16])([F:15])[C:3](Br)=[N:4][NH:5][C:6]1[CH:11]=[CH:10][C:9]([O:12][CH3:13])=[CH:8][CH:7]=1.CC[N:19]([CH2:22][CH3:23])CC.[CH2:24](Cl)Cl.CCO[C:30]([CH3:32])=[O:31]. Product: [CH3:13][O:12][C:9]1[CH:10]=[CH:11][C:6]([N:5]2[C:32]3[C:30](=[O:31])[NH:19][CH2:22][CH2:23][C:24]=3[C:3]([C:2]([F:16])([F:15])[F:1])=[N:4]2)=[CH:7][CH:8]=1. The catalyst class is: 11. (3) Reactant: [H-].[Na+].[I-].[CH3:4][S+](C)(C)=O.[C:9]([O:13][C:14]([N:16]1[CH2:21][CH2:20][C:19](=[O:22])[CH2:18][CH2:17]1)=[O:15])([CH3:12])([CH3:11])[CH3:10]. Product: [C:9]([O:13][C:14]([N:16]1[CH2:17][CH2:18][C:19]2([O:22][CH2:4]2)[CH2:20][CH2:21]1)=[O:15])([CH3:12])([CH3:10])[CH3:11]. The catalyst class is: 197. (4) Reactant: C[O:2][C:3]([C:5]1[CH:9]=[C:8]([C:10]2[CH:11]=[N:12][NH:13][CH:14]=2)[S:7][CH:6]=1)=[O:4].[OH-].[Na+]. Product: [NH:12]1[CH:11]=[C:10]([C:8]2[S:7][CH:6]=[C:5]([C:3]([OH:4])=[O:2])[CH:9]=2)[CH:14]=[N:13]1. The catalyst class is: 5. (5) Reactant: [C:1]([CH2:4][NH:5][C@@H:6]1[CH2:10][CH2:9][N:8]([C:11]2[CH:16]=[CH:15][C:14]([NH:17][C:18]([N:20]3[CH2:25][CH2:24][CH:23]([C:26]4[CH:31]=[CH:30][C:29]([F:32])=[CH:28][CH:27]=4)[CH2:22][CH2:21]3)=[O:19])=[CH:13][CH:12]=2)[CH2:7]1)(=[O:3])[CH3:2].[H-].[Na+].I[CH3:36].O. Product: [C:1]([CH2:4][NH:5][C@@H:6]1[CH2:10][CH2:9][N:8]([C:11]2[CH:12]=[CH:13][C:14]([N:17]([CH3:36])[C:18]([N:20]3[CH2:21][CH2:22][CH:23]([C:26]4[CH:27]=[CH:28][C:29]([F:32])=[CH:30][CH:31]=4)[CH2:24][CH2:25]3)=[O:19])=[CH:15][CH:16]=2)[CH2:7]1)(=[O:3])[CH3:2]. The catalyst class is: 3. (6) Reactant: [S:1]1[C:5]2[CH:6]=[C:7]([N:10]3[CH2:14][CH2:13][NH:12][C:11]3=[O:15])[CH:8]=[CH:9][C:4]=2[N:3]=[CH:2]1.I[C:17]1[CH:18]=[N:19][CH:20]=[CH:21][C:22]=1[NH:23][C:24](=[O:26])[CH3:25].N[C@@H]1CCCC[C@H]1N.P([O-])([O-])([O-])=O.[K+].[K+].[K+]. Product: [S:1]1[C:5]2[CH:6]=[C:7]([N:10]3[CH2:14][CH2:13][N:12]([C:17]4[CH:18]=[N:19][CH:20]=[CH:21][C:22]=4[NH:23][C:24](=[O:26])[CH3:25])[C:11]3=[O:15])[CH:8]=[CH:9][C:4]=2[N:3]=[CH:2]1. The catalyst class is: 246. (7) Reactant: [CH2:1]([NH:5][CH2:6][CH2:7][CH2:8][CH3:9])[CH2:2][CH2:3][CH3:4].[C:10]([OH:13])(=[O:12])[CH3:11].[N:14]#[C:15][NH2:16]. Product: [C:10]([O-:13])(=[O:12])[CH3:11].[CH2:1]([N:5]([CH2:6][CH2:7][CH2:8][CH3:9])[C:15]([NH2:16])=[NH2+:14])[CH2:2][CH2:3][CH3:4]. The catalyst class is: 51.